Dataset: PAMPA (Parallel Artificial Membrane Permeability Assay) permeability data from NCATS. Task: Regression/Classification. Given a drug SMILES string, predict its absorption, distribution, metabolism, or excretion properties. Task type varies by dataset: regression for continuous measurements (e.g., permeability, clearance, half-life) or binary classification for categorical outcomes (e.g., BBB penetration, CYP inhibition). Dataset: pampa_ncats. (1) The molecule is CN(C)C1=CC2=C(C=C1)C=C(C=C2)C(=O)N[C@@H](CCCN=C(CCl)N)C(=O)NCC3=CC=CC=C3. The result is 0 (low-to-moderate permeability). (2) The drug is COC1=NC=CC(=C1)C2=NC3=CC=CC=C3C(=N2)NC4=CC(=C(C=C4)F)F. The result is 1 (high permeability).